Predict which catalyst facilitates the given reaction. From a dataset of Catalyst prediction with 721,799 reactions and 888 catalyst types from USPTO. (1) Reactant: [Br:1][C:2]1[CH:9]=[CH:8][C:5]([C:6]#[N:7])=[C:4](F)[CH:3]=1.[NH2:11][CH2:12][CH2:13][OH:14].CC(C)([O-])C.[K+].O1CCCC1.[ClH:26].C(O)(C)C. Product: [ClH:26].[NH2:11][CH2:12][CH2:13][O:14][C:4]1[CH:3]=[C:2]([Br:1])[CH:9]=[CH:8][C:5]=1[C:6]#[N:7]. The catalyst class is: 504. (2) Reactant: [CH:1]1([C:4]2[N:5]=[C:6]3[C:12]([C:13](O)=[O:14])=[CH:11][N:10]([CH2:16][O:17][CH2:18][CH2:19][Si:20]([CH3:23])([CH3:22])[CH3:21])[C:7]3=[N:8][CH:9]=2)[CH2:3][CH2:2]1.Cl.[NH2:25][CH:26]([CH3:32])[C:27]([CH3:31])([CH3:30])[C:28]#[N:29].C(Cl)CCl.C1C=CC2N(O)N=NC=2C=1.CCN(C(C)C)C(C)C. Product: [C:28]([C:27]([CH3:31])([CH3:30])[C@@H:26]([NH:25][C:13]([C:12]1[C:6]2[C:7](=[N:8][CH:9]=[C:4]([CH:1]3[CH2:3][CH2:2]3)[N:5]=2)[N:10]([CH2:16][O:17][CH2:18][CH2:19][Si:20]([CH3:21])([CH3:22])[CH3:23])[CH:11]=1)=[O:14])[CH3:32])#[N:29].[C:28]([C:27]([CH3:31])([CH3:30])[C@H:26]([NH:25][C:13]([C:12]1[C:6]2[C:7](=[N:8][CH:9]=[C:4]([CH:1]3[CH2:3][CH2:2]3)[N:5]=2)[N:10]([CH2:16][O:17][CH2:18][CH2:19][Si:20]([CH3:21])([CH3:22])[CH3:23])[CH:11]=1)=[O:14])[CH3:32])#[N:29]. The catalyst class is: 3. (3) Reactant: [F:1][C:2]([F:25])([F:24])[C:3]1[CH:23]=[CH:22][C:6]([C:7]([N:9]2[CH2:14][CH2:13][N:12](C(OC(C)(C)C)=O)[CH2:11][CH2:10]2)=[O:8])=[CH:5][CH:4]=1.[C:26]([OH:32])([C:28]([F:31])([F:30])[F:29])=[O:27]. Product: [F:29][C:28]([F:31])([F:30])[C:26]([OH:32])=[O:27].[N:9]1([C:7]([C:6]2[CH:5]=[CH:4][C:3]([C:2]([F:24])([F:1])[F:25])=[CH:23][CH:22]=2)=[O:8])[CH2:14][CH2:13][NH:12][CH2:11][CH2:10]1. The catalyst class is: 2. (4) Reactant: [NH2:1][C:2]1[CH:10]=[CH:9][C:5]([C:6]([OH:8])=O)=[CH:4][N:3]=1.[CH:11]([NH2:14])([CH3:13])[CH3:12].C(P(O)(=O)O)CC.C(N(CC)CC)C.C(=O)(O)[O-].[Na+]. Product: [NH2:1][C:2]1[CH:10]=[CH:9][C:5]([C:6]([NH:14][CH:11]([CH3:13])[CH3:12])=[O:8])=[CH:4][N:3]=1. The catalyst class is: 22.